From a dataset of Full USPTO retrosynthesis dataset with 1.9M reactions from patents (1976-2016). Predict the reactants needed to synthesize the given product. (1) Given the product [F:10][C:11]1[CH:16]=[CH:15][C:14]([C:2]2[CH:7]=[CH:6][N:5]=[CH:4][C:3]=2[CH:8]=[O:9])=[CH:13][CH:12]=1, predict the reactants needed to synthesize it. The reactants are: Cl[C:2]1[CH:7]=[CH:6][N:5]=[CH:4][C:3]=1[CH:8]=[O:9].[F:10][C:11]1[CH:16]=[CH:15][C:14](B(O)O)=[CH:13][CH:12]=1.C(=O)([O-])[O-].[K+].[K+].COCCOC. (2) Given the product [C:3]([O:7][C:8](=[O:21])[NH:9][C@H:10]([CH2:19][OH:20])[CH2:11][C:12]1[CH:13]=[CH:14][C:15]([O:18][C:23]2[N:28]=[CH:27][CH:26]=[CH:25][N:24]=2)=[CH:16][CH:17]=1)([CH3:5])([CH3:4])[CH3:6], predict the reactants needed to synthesize it. The reactants are: [OH-].[K+].[C:3]([O:7][C:8](=[O:21])[NH:9][C@H:10]([CH2:19][OH:20])[CH2:11][C:12]1[CH:17]=[CH:16][C:15]([OH:18])=[CH:14][CH:13]=1)([CH3:6])([CH3:5])[CH3:4].Cl[C:23]1[N:28]=[CH:27][CH:26]=[CH:25][N:24]=1.C(=O)([O-])O.[Na+]. (3) Given the product [OH:11][C:5]1[C:4]([CH2:1][CH2:2][CH3:3])=[C:9]([OH:10])[CH:8]=[CH:7][C:6]=1[CH:20]=[O:21], predict the reactants needed to synthesize it. The reactants are: [CH2:1]([C:4]1[C:9]([OH:10])=[CH:8][CH:7]=[CH:6][C:5]=1[OH:11])[CH2:2][CH3:3].P(Cl)(Cl)(Cl)=O.CN([CH:20]=[O:21])C. (4) Given the product [CH2:1]([N:3]1[CH:7]=[C:6]([C:8]2[CH:13]=[CH:12][N:11]=[C:10]3[NH:14][CH:15]=[CH:16][C:9]=23)[C:5]([C:17]2[CH:23]=[CH:22][C:20]([NH:21][C:32]([NH:31][CH2:24][C:25]3[CH:30]=[CH:29][CH:28]=[CH:27][CH:26]=3)=[O:33])=[CH:19][CH:18]=2)=[N:4]1)[CH3:2], predict the reactants needed to synthesize it. The reactants are: [CH2:1]([N:3]1[CH:7]=[C:6]([C:8]2[CH:13]=[CH:12][N:11]=[C:10]3[NH:14][CH:15]=[CH:16][C:9]=23)[C:5]([C:17]2[CH:23]=[CH:22][C:20]([NH2:21])=[CH:19][CH:18]=2)=[N:4]1)[CH3:2].[CH2:24]([N:31]=[C:32]=[O:33])[C:25]1[CH:30]=[CH:29][CH:28]=[CH:27][CH:26]=1.